This data is from Forward reaction prediction with 1.9M reactions from USPTO patents (1976-2016). The task is: Predict the product of the given reaction. (1) Given the reactants [CH:1](O)=[O:2].[NH2:4][C:5]1[C:6]2[C:31]([CH3:36])([C:32]([NH:34][NH2:35])=[O:33])[C:30](=[O:37])[NH:29][C:7]=2[N:8]=[C:9]([C:11]2[C:19]3[C:14](=[N:15][CH:16]=[CH:17][CH:18]=3)[N:13]([CH2:20][CH2:21][C:22]([F:28])([F:27])[C:23]([F:26])([F:25])[F:24])[N:12]=2)[N:10]=1, predict the reaction product. The product is: [NH2:4][C:5]1[C:6]2[C:31]([CH3:36])([C:32]([NH:34][NH:35][CH:1]=[O:2])=[O:33])[C:30](=[O:37])[NH:29][C:7]=2[N:8]=[C:9]([C:11]2[C:19]3[C:14](=[N:15][CH:16]=[CH:17][CH:18]=3)[N:13]([CH2:20][CH2:21][C:22]([F:28])([F:27])[C:23]([F:25])([F:24])[F:26])[N:12]=2)[N:10]=1. (2) The product is: [CH:1]([C@@H:4]1[CH2:5][C:6](=[O:19])[CH2:7][C@H:8]([C:10]2[CH:15]=[CH:14][N:13]=[CH:12][C:11]=2[N+:16]([O-:18])=[O:17])[O:9]1)([CH3:3])[CH3:2]. Given the reactants [CH:1]([C@H:4]1[O:9][C@@H:8]([C:10]2[CH:15]=[CH:14][N:13]=[CH:12][C:11]=2[N+:16]([O-:18])=[O:17])[CH2:7][C:6]([O:19][Si](CC)(CC)CC)=[CH:5]1)([CH3:3])[CH3:2].CC1(C)OO1.CC(C)=O, predict the reaction product. (3) Given the reactants C[O:2][C:3](=[O:33])[CH:4]=[CH:5][C:6]1[CH:11]=[CH:10][C:9]([N:12]([CH2:25][C:26]2[CH:31]=[CH:30][CH:29]=[C:28]([OH:32])[CH:27]=2)[S:13]([C:16]2[C:21]([CH3:22])=[CH:20][C:19]([CH3:23])=[CH:18][C:17]=2[CH3:24])(=[O:15])=[O:14])=[CH:8][CH:7]=1.[OH-].[Na+].Cl, predict the reaction product. The product is: [OH:32][C:28]1[CH:27]=[C:26]([CH:31]=[CH:30][CH:29]=1)[CH2:25][N:12]([S:13]([C:16]1[C:21]([CH3:22])=[CH:20][C:19]([CH3:23])=[CH:18][C:17]=1[CH3:24])(=[O:15])=[O:14])[C:9]1[CH:10]=[CH:11][C:6]([CH:5]=[CH:4][C:3]([OH:33])=[O:2])=[CH:7][CH:8]=1.